Dataset: Forward reaction prediction with 1.9M reactions from USPTO patents (1976-2016). Task: Predict the product of the given reaction. (1) Given the reactants [CH2:1]([O:3][C:4]([C:6]1[C:7]([OH:23])=[C:8]2[C:15]([C:16]3[CH:21]=[CH:20][CH:19]=[CH:18][C:17]=3[F:22])=[N:14][S:13][C:9]2=[C:10](Br)[N:11]=1)=[O:5])[CH3:2].[O:24]([C:31]1[CH:36]=[CH:35][C:34](B(O)O)=[CH:33][CH:32]=1)[C:25]1[CH:30]=[CH:29][CH:28]=[CH:27][CH:26]=1, predict the reaction product. The product is: [CH2:1]([O:3][C:4]([C:6]1[C:7]([OH:23])=[C:8]2[C:15]([C:16]3[CH:21]=[CH:20][CH:19]=[CH:18][C:17]=3[F:22])=[N:14][S:13][C:9]2=[C:10]([C:34]2[CH:35]=[CH:36][C:31]([O:24][C:25]3[CH:30]=[CH:29][CH:28]=[CH:27][CH:26]=3)=[CH:32][CH:33]=2)[N:11]=1)=[O:5])[CH3:2]. (2) Given the reactants CCN=C=NCCCN(C)C.[N:12]1[C:21]2[C:16](=[CH:17][C:18]([C:22]([OH:24])=O)=[CH:19][CH:20]=2)[CH:15]=[CH:14][CH:13]=1.Br.[F:26][C:27]1[C:34]([OH:35])=[CH:33][CH:32]=[CH:31][C:28]=1[CH2:29][NH2:30].N1C=CC=CC=1, predict the reaction product. The product is: [F:26][C:27]1[C:34]([OH:35])=[CH:33][CH:32]=[CH:31][C:28]=1[CH2:29][NH:30][C:22]([C:18]1[CH:17]=[C:16]2[C:21](=[CH:20][CH:19]=1)[N:12]=[CH:13][CH:14]=[CH:15]2)=[O:24]. (3) Given the reactants [CH3:1][C:2]([NH:25][C:26]([NH2:28])=[S:27])([CH3:24])[CH2:3][NH:4]C(C1C=CC=CC=1)(C1C=CC=CC=1)C1C=CC=CC=1.[Br:29][CH:30]1[CH2:36][CH2:35][O:34][C:33]2[CH:37]=[C:38]([Br:41])[CH:39]=[CH:40][C:32]=2[C:31]1=O, predict the reaction product. The product is: [BrH:29].[Br:41][C:38]1[CH:39]=[CH:40][C:32]2[C:31]3[N:28]=[C:26]([NH:25][C:2]([CH3:24])([CH3:1])[CH2:3][NH2:4])[S:27][C:30]=3[CH2:36][CH2:35][O:34][C:33]=2[CH:37]=1. (4) Given the reactants [CH2:1]([N:8]1[C:16]2[C:11](=[CH:12][CH:13]=[CH:14][CH:15]=2)[C:10]([CH2:18][C:19]([N:21]([CH3:23])[CH3:22])=[O:20])([OH:17])[C:9]1=[O:24])[C:2]1[CH:7]=[CH:6][CH:5]=[CH:4][CH:3]=1.[Cl:25]N1C(=O)CCC1=O.C(O)(=O)C.C1(C)C=CC=CC=1, predict the reaction product. The product is: [CH2:1]([N:8]1[C:16]2[C:11](=[CH:12][C:13]([Cl:25])=[CH:14][CH:15]=2)[C:10]([CH2:18][C:19]([N:21]([CH3:23])[CH3:22])=[O:20])([OH:17])[C:9]1=[O:24])[C:2]1[CH:3]=[CH:4][CH:5]=[CH:6][CH:7]=1. (5) Given the reactants [CH2:1]([O:3][C:4]([C:6]1([C@H:9]2[CH2:13][N:12]([C@H:14]([C:16]3[CH:21]=[CH:20][CH:19]=[CH:18][CH:17]=3)[CH3:15])[C:11](=O)[C@H:10]2[F:23])[CH2:8][CH2:7]1)=[O:5])[CH3:2].COC1C=CC(P2(SP(C3C=CC(OC)=CC=3)(=S)S2)=[S:33])=CC=1, predict the reaction product. The product is: [CH2:1]([O:3][C:4]([C:6]1([C@H:9]2[CH2:13][N:12]([C@H:14]([C:16]3[CH:21]=[CH:20][CH:19]=[CH:18][CH:17]=3)[CH3:15])[C:11](=[S:33])[C@H:10]2[F:23])[CH2:8][CH2:7]1)=[O:5])[CH3:2]. (6) Given the reactants [I:1][C:2]1[CH:7]=[CH:6][CH:5]=[CH:4][C:3]=1[CH2:8][C:9]([OH:11])=O.S(Cl)(Cl)=O.[NH2:16][C:17]1[N:22]=[C:21]([C:23]2[CH:28]=[C:27]([O:29][CH3:30])[C:26]([O:31][CH3:32])=[C:25]([O:33][CH3:34])[CH:24]=2)[C:20]([C:35]#[N:36])=[CH:19][N:18]=1.N1C=CC=CC=1, predict the reaction product. The product is: [C:35]([C:20]1[C:21]([C:23]2[CH:28]=[C:27]([O:29][CH3:30])[C:26]([O:31][CH3:32])=[C:25]([O:33][CH3:34])[CH:24]=2)=[N:22][C:17]([NH:16][C:9](=[O:11])[CH2:8][C:3]2[CH:4]=[CH:5][CH:6]=[CH:7][C:2]=2[I:1])=[N:18][CH:19]=1)#[N:36].